Dataset: Reaction yield outcomes from USPTO patents with 853,638 reactions. Task: Predict the reaction yield, written as a fraction of the theoretical maximum amount of product (1.0 means a 100% yield; for example, 0.34 means a 34% yield). (1) The reactants are O[C:2]1[C:11]2[C:6](=[N:7][CH:8]=[CH:9][CH:10]=2)[N:5]([C:12]2[CH:17]=[CH:16][CH:15]=[CH:14][CH:13]=2)[C:4](=[O:18])[C:3]=1[C:19](=O)[CH2:20][CH2:21][C:22]1[CH:27]=[CH:26][N:25]=[CH:24][CH:23]=1.[CH3:29][NH:30][NH2:31]. The catalyst is C(O)C. The product is [CH3:29][N:30]1[C:2]2[C:11]3[CH:10]=[CH:9][CH:8]=[N:7][C:6]=3[N:5]([C:12]3[CH:17]=[CH:16][CH:15]=[CH:14][CH:13]=3)[C:4](=[O:18])[C:3]=2[C:19]([CH2:20][CH2:21][C:22]2[CH:27]=[CH:26][N:25]=[CH:24][CH:23]=2)=[N:31]1. The yield is 0.920. (2) The catalyst is O.[I-].C([N+](CCCC)(CCCC)CCCC)CCC. The reactants are [N:1]1([C:7]2[CH:8]=[CH:9][C:10]3[O:14][C:13]([C:15]([O:17]CC)=O)=[CH:12][C:11]=3[CH:20]=2)[CH2:6][CH2:5][NH:4][CH2:3][CH2:2]1.C(=O)([O-])[O-].[K+].[K+].Cl[CH2:28][CH2:29][CH2:30][CH2:31][C:32]1[C:40]2[C:35](=[CH:36][CH:37]=[C:38]([C:41]#[N:42])[CH:39]=2)[NH:34][CH:33]=1.[I-].[K+].C(#[N:47])C. The yield is 0.856. The product is [C:41]([C:38]1[CH:39]=[C:40]2[C:35](=[CH:36][CH:37]=1)[NH:34][CH:33]=[C:32]2[CH2:31][CH2:30][CH2:29][CH2:28][N:4]1[CH2:3][CH2:2][N:1]([C:7]2[CH:8]=[CH:9][C:10]3[O:14][C:13]([C:15]([NH2:47])=[O:17])=[CH:12][C:11]=3[CH:20]=2)[CH2:6][CH2:5]1)#[N:42]. (3) The reactants are [NH2:1][C:2]1[CH:3]=[CH:4][C:5]([Cl:24])=[C:6]([CH:23]=1)[O:7][C:8]1[CH:9]=[CH:10][C:11]2[N:12]([CH:14]=[C:15]([NH:17][C:18]([CH:20]3[CH2:22][CH2:21]3)=[O:19])[N:16]=2)[N:13]=1.[CH3:25][N:26]1[C:30]([C:31](Cl)=[O:32])=[CH:29][C:28]([CH3:34])=[N:27]1.C(N(CC)CC)C. The catalyst is O1CCCC1. The product is [Cl:24][C:5]1[CH:4]=[CH:3][C:2]([NH:1][C:31]([C:30]2[N:26]([CH3:25])[N:27]=[C:28]([CH3:34])[CH:29]=2)=[O:32])=[CH:23][C:6]=1[O:7][C:8]1[CH:9]=[CH:10][C:11]2[N:12]([CH:14]=[C:15]([NH:17][C:18]([CH:20]3[CH2:21][CH2:22]3)=[O:19])[N:16]=2)[N:13]=1. The yield is 0.920. (4) The reactants are [Cl:1][C:2]1[CH:3]=[C:4]([N:8]2[N:12]=[N:11][C:10](C=CC3C=CC=CC=3)=[N:9]2)[CH:5]=[CH:6][CH:7]=1.[C:21](O)(=O)[CH2:22][C:23]([CH2:28][C:29]([OH:31])=O)([C:25](O)=O)O.[C:34](O)(C)(C)[CH3:35].C[N+]1([O-])CC[O:43]CC1. The catalyst is O. The product is [Cl:1][C:2]1[CH:3]=[C:4]([N:8]2[N:12]=[N:11][C:10]([CH:29]([OH:31])[CH:28]([C:23]3[CH:22]=[CH:21][CH:35]=[CH:34][CH:25]=3)[OH:43])=[N:9]2)[CH:5]=[CH:6][CH:7]=1. The yield is 0.680. (5) The reactants are [NH2:1][C:2]1[O:3][C:4]2[C:9]([CH:10]([C:14]3[CH:19]=[C:18]([O:20][CH3:21])[C:17]([O:22][CH3:23])=[C:16]([Br:24])[CH:15]=3)[C:11]=1[C:12]#[N:13])=[CH:8][CH:7]=[C:6]1[C:25]([NH2:29])=[CH:26][CH:27]=[CH:28][C:5]=21.[C:30](OC(=O)C)(=[O:32])[CH3:31]. The catalyst is N1C=CC=CC=1.O. The product is [NH2:1][C:2]1[O:3][C:4]2[C:9]([CH:10]([C:14]3[CH:19]=[C:18]([O:20][CH3:21])[C:17]([O:22][CH3:23])=[C:16]([Br:24])[CH:15]=3)[C:11]=1[C:12]#[N:13])=[CH:8][CH:7]=[C:6]1[C:25]([NH:29][C:30](=[O:32])[CH3:31])=[CH:26][CH:27]=[CH:28][C:5]=21. The yield is 0.930. (6) The yield is 0.504. The catalyst is C(Cl)Cl.CCOCC. The product is [CH2:1]([N:8]([CH2:17][CH2:18][Br:46])[CH2:9][C:10]([O:12][C:13]([CH3:16])([CH3:15])[CH3:14])=[O:11])[C:2]1[CH:7]=[CH:6][CH:5]=[CH:4][CH:3]=1. The reactants are [CH2:1]([N:8]([CH2:17][CH2:18]O)[CH2:9][C:10]([O:12][C:13]([CH3:16])([CH3:15])[CH3:14])=[O:11])[C:2]1[CH:7]=[CH:6][CH:5]=[CH:4][CH:3]=1.C1C=CC(P(C2C=CC=CC=2)C2C=CC=CC=2)=CC=1.C1C(=O)N([Br:46])C(=O)C1.